The task is: Predict which catalyst facilitates the given reaction.. This data is from Catalyst prediction with 721,799 reactions and 888 catalyst types from USPTO. (1) Reactant: P(Cl)(Cl)(Cl)=O.[NH:6]1[CH:10]=[N:9][CH:8]=[N:7]1.C(N(CC)CC)C.[F:18][C:19]1[C:20](=O)[NH:21][C:22](=[O:29])[N:23]([CH2:25][CH:26]([CH3:28])[CH3:27])[CH:24]=1.O. Product: [F:18][C:19]1[C:20]([N:6]2[CH:10]=[N:9][CH:8]=[N:7]2)=[N:21][C:22](=[O:29])[N:23]([CH2:25][CH:26]([CH3:27])[CH3:28])[CH:24]=1. The catalyst class is: 23. (2) Reactant: Cl.[CH3:2][O:3][C:4]1[CH:5]=[C:6]([C:12]2[C@@H:21]3[C@@H:16]([CH2:17][CH2:18][CH2:19][CH2:20]3)[C:15](=[O:22])[N:14]([CH:23]3[CH2:28][CH2:27][NH:26][CH2:25][CH2:24]3)[N:13]=2)[CH:7]=[CH:8][C:9]=1[O:10][CH3:11].[C:29]([O:33][C:34]([NH:36][C@H:37]([C:39](O)=[O:40])[CH3:38])=[O:35])([CH3:32])([CH3:31])[CH3:30].CCN(C(C)C)C(C)C.C(=O)(O)[O-].[Na+]. Product: [CH3:2][O:3][C:4]1[CH:5]=[C:6]([C:12]2[C@@H:21]3[C@@H:16]([CH2:17][CH2:18][CH2:19][CH2:20]3)[C:15](=[O:22])[N:14]([CH:23]3[CH2:24][CH2:25][N:26]([C:39](=[O:40])[C@@H:37]([NH:36][C:34](=[O:35])[O:33][C:29]([CH3:31])([CH3:30])[CH3:32])[CH3:38])[CH2:27][CH2:28]3)[N:13]=2)[CH:7]=[CH:8][C:9]=1[O:10][CH3:11]. The catalyst class is: 2. (3) Reactant: C[O:2][C:3](=[O:38])[CH2:4][C@H:5]([OH:37])[CH2:6][C@H:7]([OH:36])[CH:8]=[CH:9][C:10]1[N:11]([CH:33]([CH3:35])[CH3:34])[C:12]([C:28](=[O:32])[NH:29][CH2:30][CH3:31])=[C:13]([C:22]2[CH:27]=[CH:26][CH:25]=[CH:24][CH:23]=2)[C:14]=1[C:15]1[CH:20]=[CH:19][C:18]([F:21])=[CH:17][CH:16]=1.C(O)C.O.[OH-].[Na+:44]. Product: [Na+:44].[CH2:30]([NH:29][C:28]([C:12]1[N:11]([CH:33]([CH3:35])[CH3:34])[C:10]([CH:9]=[CH:8][C@@H:7]([OH:36])[CH2:6][C@@H:5]([OH:37])[CH2:4][C:3]([O-:38])=[O:2])=[C:14]([C:15]2[CH:16]=[CH:17][C:18]([F:21])=[CH:19][CH:20]=2)[C:13]=1[C:22]1[CH:27]=[CH:26][CH:25]=[CH:24][CH:23]=1)=[O:32])[CH3:31]. The catalyst class is: 100. (4) Reactant: [CH3:1][N:2]([CH2:16][CH2:17][NH:18][CH3:19])[S:3]([C:6]1[CH:11]=[CH:10][C:9]([O:12][CH3:13])=[C:8]([O:14][CH3:15])[CH:7]=1)(=[O:5])=[O:4].CCN(C(C)C)C(C)C.[CH2:29]([C:31]1[CH:32]=[C:33]([S:39](Cl)(=[O:41])=[O:40])[CH:34]=[CH:35][C:36]=1[O:37][CH3:38])[CH3:30]. Product: [CH3:15][O:14][C:8]1[CH:7]=[C:6]([S:3]([N:2]([CH3:1])[CH2:16][CH2:17][N:18]([CH3:19])[S:39]([C:33]2[CH:34]=[CH:35][C:36]([O:37][CH3:38])=[C:31]([CH2:29][CH3:30])[CH:32]=2)(=[O:41])=[O:40])(=[O:4])=[O:5])[CH:11]=[CH:10][C:9]=1[O:12][CH3:13]. The catalyst class is: 2. (5) Reactant: [N+:1]([C:4]1[CH:9]=[CH:8][CH:7]=[CH:6][C:5]=1[C:10]1[S:14][C:13]([NH:15][C:16]([N:18]2[CH2:23][CH2:22][O:21][CH2:20][CH2:19]2)=[O:17])=[N:12][N:11]=1)([O-])=O.O.[Cl-].[NH4+]. Product: [NH2:1][C:4]1[CH:9]=[CH:8][CH:7]=[CH:6][C:5]=1[C:10]1[S:14][C:13]([NH:15][C:16]([N:18]2[CH2:19][CH2:20][O:21][CH2:22][CH2:23]2)=[O:17])=[N:12][N:11]=1. The catalyst class is: 41.